This data is from Full USPTO retrosynthesis dataset with 1.9M reactions from patents (1976-2016). The task is: Predict the reactants needed to synthesize the given product. (1) The reactants are: [Cl:1][C:2]1[N:6]2[C:7]3[CH:29]=[CH:28][C:27]([Cl:30])=[CH:26][C:8]=3[C@@H:9]([C:16]3[CH:21]=[CH:20][CH:19]=[C:18]([O:22][CH3:23])[C:17]=3[O:24][CH3:25])[O:10][C@H:11]([CH2:12][CH2:13][C:14]#N)[C:5]2=[N:4][C:3]=1[Cl:31].[OH-:32].[Na+].C[OH:35].Cl. Given the product [Cl:1][C:2]1[N:6]2[C:7]3[CH:29]=[CH:28][C:27]([Cl:30])=[CH:26][C:8]=3[C@@H:9]([C:16]3[CH:21]=[CH:20][CH:19]=[C:18]([O:22][CH3:23])[C:17]=3[O:24][CH3:25])[O:10][C@H:11]([CH2:12][CH2:13][C:14]([OH:35])=[O:32])[C:5]2=[N:4][C:3]=1[Cl:31], predict the reactants needed to synthesize it. (2) Given the product [CH2:17]([O:16][C:14]([N:6]1[C:7]2[C:3](=[C:2]([Br:1])[CH:10]=[CH:9][CH:8]=2)[C:4]([OH:11])=[N:5]1)=[O:15])[CH3:18], predict the reactants needed to synthesize it. The reactants are: [Br:1][C:2]1[CH:10]=[CH:9][CH:8]=[C:7]2[C:3]=1[C:4]([OH:11])=[N:5][NH:6]2.O.Cl[C:14]([O:16][CH2:17][CH3:18])=[O:15]. (3) Given the product [Br:1][C:2]1[CH:10]=[CH:9][C:5]([C:6]([NH:21][S:18]([C:16]2[S:17][C:13]([Br:12])=[CH:14][CH:15]=2)(=[O:20])=[O:19])=[O:8])=[C:4]([Cl:11])[CH:3]=1, predict the reactants needed to synthesize it. The reactants are: [Br:1][C:2]1[CH:10]=[CH:9][C:5]([C:6]([OH:8])=O)=[C:4]([Cl:11])[CH:3]=1.[Br:12][C:13]1[S:17][C:16]([S:18]([NH2:21])(=[O:20])=[O:19])=[CH:15][CH:14]=1.CC1C=CC(S(O)(=O)=O)=CC=1. (4) Given the product [O:31]1[C:30]2[CH:34]=[CH:35][C:27]([C:24]3([C:22]([NH:21][C:18]4[CH:19]=[CH:20][C:15]([CH:6]([N:37]([CH3:38])[CH3:36])[C:7]5[CH:12]=[CH:11][CH:10]=[CH:9][C:8]=5[O:13][CH3:14])=[CH:16][N:17]=4)=[O:23])[CH2:26][CH2:25]3)=[CH:28][C:29]=2[O:33][CH2:32]1, predict the reactants needed to synthesize it. The reactants are: CS(O[CH:6]([C:15]1[CH:16]=[N:17][C:18]([NH:21][C:22]([C:24]2([C:27]3[CH:35]=[CH:34][C:30]4[O:31][CH2:32][O:33][C:29]=4[CH:28]=3)[CH2:26][CH2:25]2)=[O:23])=[CH:19][CH:20]=1)[C:7]1[CH:12]=[CH:11][CH:10]=[CH:9][C:8]=1[O:13][CH3:14])(=O)=O.[CH3:36][NH:37][CH3:38].C1COCC1.CCN(C(C)C)C(C)C. (5) Given the product [CH2:1]([O:3][C:4](=[O:9])[CH:5]=[C:6]([NH:10][C:11]1[CH:16]=[CH:15][CH:14]=[CH:13][CH:12]=1)[CH3:7])[CH3:2], predict the reactants needed to synthesize it. The reactants are: [CH2:1]([O:3][C:4](=[O:9])[CH2:5][C:6](=O)[CH3:7])[CH3:2].[NH2:10][C:11]1[CH:16]=[CH:15][CH:14]=[CH:13][CH:12]=1.C(O)(=O)C. (6) Given the product [C:11]1([C:9]2[O:8][C:4]3[N:5]=[CH:6][N:7]=[C:2]([NH:27][CH2:28][CH2:29][CH2:30][CH2:31][CH2:32][C:33]([O:35][CH3:36])=[O:34])[C:3]=3[CH:10]=2)[CH:16]=[CH:15][CH:14]=[CH:13][CH:12]=1, predict the reactants needed to synthesize it. The reactants are: Cl[C:2]1[C:3]2[CH:10]=[C:9]([C:11]3[CH:16]=[CH:15][CH:14]=[CH:13][CH:12]=3)[O:8][C:4]=2[N:5]=[CH:6][N:7]=1.CCN(C(C)C)C(C)C.Cl.[NH2:27][CH2:28][CH2:29][CH2:30][CH2:31][CH2:32][C:33]([O:35][CH3:36])=[O:34]. (7) Given the product [Cl:1][C:2]1[C:7]([CH:8]=[O:9])=[CH:6][N:5]=[C:4]([C:10]2[CH:11]=[CH:12][CH:13]=[CH:14][CH:15]=2)[N:3]=1, predict the reactants needed to synthesize it. The reactants are: [Cl:1][C:2]1[C:7]([CH2:8][OH:9])=[CH:6][N:5]=[C:4]([C:10]2[CH:15]=[CH:14][CH:13]=[CH:12][CH:11]=2)[N:3]=1.CC(OI1(OC(C)=O)(OC(C)=O)OC(=O)C2C=CC=CC1=2)=O. (8) Given the product [Br:1][C:2]1[CH:7]=[CH:6][CH:5]=[C:4]([O:8][CH2:16][CH2:17][CH2:18][CH2:19][CH3:20])[CH:3]=1, predict the reactants needed to synthesize it. The reactants are: [Br:1][C:2]1[CH:3]=[C:4]([OH:8])[CH:5]=[CH:6][CH:7]=1.C(=O)([O-])[O-].[K+].[K+].Br[CH2:16][CH2:17][CH2:18][CH2:19][CH3:20]. (9) The reactants are: Cl[C:2]1[N:7]=[CH:6][N:5]=[C:4]([NH:8][S:9]([CH2:12][CH2:13][C:14]2[CH:19]=[CH:18][CH:17]=[CH:16][CH:15]=2)(=[O:11])=[O:10])[C:3]=1[C:20]1[CH:25]=[CH:24][C:23]([CH3:26])=[CH:22][CH:21]=1.C(O)(=O)C[C:29](CC(O)=O)([C:31](O)=[O:32])[OH:30]. Given the product [OH:30][CH2:29][CH2:31][O:32][C:2]1[N:7]=[CH:6][N:5]=[C:4]([NH:8][S:9]([CH2:12][CH2:13][C:14]2[CH:19]=[CH:18][CH:17]=[CH:16][CH:15]=2)(=[O:11])=[O:10])[C:3]=1[C:20]1[CH:25]=[CH:24][C:23]([CH3:26])=[CH:22][CH:21]=1, predict the reactants needed to synthesize it.